Dataset: Full USPTO retrosynthesis dataset with 1.9M reactions from patents (1976-2016). Task: Predict the reactants needed to synthesize the given product. (1) The reactants are: [OH:1][C:2]1[C:3]([CH:11]2[C:15]3[CH:16]=[N:17][CH:18]=[CH:19][C:14]=3[N:13]([CH2:20][CH2:21][CH2:22][CH2:23][CH3:24])[C:12]2=[O:25])=[CH:4][C:5]2[O:9][CH2:8][O:7][C:6]=2[CH:10]=1.[OH:26][C:27]1C(C2C3=NC=CC=C3N(CCCCC)C2=O)=CC2OCOC=2C=1. Given the product [OH:1][C:2]1[C:3]([C:11]2([CH2:27][OH:26])[C:15]3[CH:16]=[N:17][CH:18]=[CH:19][C:14]=3[N:13]([CH2:20][CH2:21][CH2:22][CH2:23][CH3:24])[C:12]2=[O:25])=[CH:4][C:5]2[O:9][CH2:8][O:7][C:6]=2[CH:10]=1, predict the reactants needed to synthesize it. (2) Given the product [O:70]1[CH2:71][CH2:72][N:67]([C:2]2[CH:11]=[N:10][CH:9]=[C:8]3[C:3]=2[CH:4]=[C:5]([C:12]([O:14][CH2:60][CH3:55])=[O:13])[CH:6]=[N:7]3)[CH2:68][CH2:69]1, predict the reactants needed to synthesize it. The reactants are: Br[C:2]1[CH:11]=[N:10][CH:9]=[C:8]2[C:3]=1[CH:4]=[C:5]([C:12]([O-:14])=[O:13])[CH:6]=[N:7]2.C1(C2C3C(=CC=CC=3)C=CC=2P([C:55]2[CH:60]=CC=CC=2)C2C=CC=CC=2)C2C(=CC=CC=2)C=CC=1P(C1C=CC=CC=1)C1C=CC=CC=1.C(=O)([O-])[O-].[Cs+].[Cs+].[NH:67]1[CH2:72][CH2:71][O:70][CH2:69][CH2:68]1. (3) Given the product [CH3:28][C:25]1[CH:26]=[CH:27][C:22]([C:21]([NH:20][C:17]2[CH:18]=[CH:19][C:14]([CH2:13][NH:12][C:10]3[C:9]4[C:4](=[CH:5][C:6]([CH3:30])=[CH:7][CH:8]=4)[N:3]=[C:2]([NH:32][CH3:31])[N:11]=3)=[CH:15][CH:16]=2)=[O:29])=[CH:23][N:24]=1, predict the reactants needed to synthesize it. The reactants are: Cl[C:2]1[N:11]=[C:10]([NH:12][CH2:13][C:14]2[CH:19]=[CH:18][C:17]([NH:20][C:21](=[O:29])[C:22]3[CH:27]=[CH:26][C:25]([CH3:28])=[N:24][CH:23]=3)=[CH:16][CH:15]=2)[C:9]2[C:4](=[CH:5][C:6]([CH3:30])=[CH:7][CH:8]=2)[N:3]=1.[CH3:31][NH2:32].Cl. (4) Given the product [NH:1]1[C:9]2[C:4](=[CH:5][CH:6]=[CH:7][CH:8]=2)[C:3](/[CH:10]=[CH:11]/[C:12]2[CH:22]=[CH:21][CH:20]=[CH:19][C:13]=2[C:14]2[N:15]=[C:24]([CH2:23][CH2:25][CH2:26][OH:27])[O:18][N:17]=2)=[N:2]1, predict the reactants needed to synthesize it. The reactants are: [NH:1]1[C:9]2[C:4](=[CH:5][CH:6]=[CH:7][CH:8]=2)[C:3]([CH:10]=[CH:11][C:12]2[CH:22]=[CH:21][CH:20]=[CH:19][C:13]=2/[C:14](/[NH:17][OH:18])=[N:15]\[H])=[N:2]1.[CH2:23]([CH:25](CC(Cl)=O)[C:26](Cl)=[O:27])[CH3:24].[H-].C([Al+]CC(C)C)C(C)C.[C@H](O)(C([O-])=O)[C@@H](O)C([O-])=O.[Na+].[K+]. (5) Given the product [I:1][C:2]1[CH:3]=[CH:4][C:5]2[N:6]([C:8]([CH3:14])=[C:9]([NH:17][C:20](=[O:23])[O:45][C:41]([CH3:44])([CH3:43])[CH3:42])[N:10]=2)[N:7]=1, predict the reactants needed to synthesize it. The reactants are: [I:1][C:2]1[CH:3]=[CH:4][C:5]2[N:6]([C:8]([CH3:14])=[C:9](C(O)=O)[N:10]=2)[N:7]=1.C([N:17]([CH2:20]C)CC)C.P(N=[N+]=[N-])(=O)(OC1C=CC=CC=1)[O:23]C1C=CC=CC=1.[C:41]([OH:45])([CH3:44])([CH3:43])[CH3:42].